From a dataset of Reaction yield outcomes from USPTO patents with 853,638 reactions. Predict the reaction yield, written as a fraction of the theoretical maximum amount of product (1.0 means a 100% yield; for example, 0.34 means a 34% yield). (1) The reactants are N1C=CC=CC=1.F.[CH3:8][O:9][C:10]([CH:12]1[CH:16]([C@@H:17]([CH3:27])[CH2:18][O:19][Si](C(C)(C)C)(C)C)[CH2:15][N:14]([C:28]([O:30][CH2:31][C:32]2[CH:37]=[CH:36][CH:35]=[CH:34][CH:33]=2)=[O:29])[CH2:13]1)=[O:11]. The catalyst is N1C=CC=CC=1. The product is [CH3:8][O:9][C:10]([CH:12]1[CH:16]([C@@H:17]([CH3:27])[CH2:18][OH:19])[CH2:15][N:14]([C:28]([O:30][CH2:31][C:32]2[CH:37]=[CH:36][CH:35]=[CH:34][CH:33]=2)=[O:29])[CH2:13]1)=[O:11]. The yield is 0.930. (2) The reactants are C(N(CC)CC)C.[CH3:8][C@@H:9]1[CH2:14][NH:13][CH2:12][CH2:11][N:10]1[C:15]1[N:20]=[CH:19][C:18]([O:21][CH2:22][C:23]2[C:28]([C:29]#[N:30])=[CH:27][N:26]=[CH:25][CH:24]=2)=[CH:17][N:16]=1.[C:31](=O)([O:40][CH:41]1[CH2:46][CH2:45][O:44][CH2:43][CH2:42]1)[O:32]N1C(=O)CCC1=O. The catalyst is C(Cl)Cl. The product is [C:29]([C:28]1[CH:27]=[N:26][CH:25]=[CH:24][C:23]=1[CH2:22][O:21][C:18]1[CH:17]=[N:16][C:15]([N:10]2[CH2:11][CH2:12][N:13]([C:31]([O:40][CH:41]3[CH2:46][CH2:45][O:44][CH2:43][CH2:42]3)=[O:32])[CH2:14][C@H:9]2[CH3:8])=[N:20][CH:19]=1)#[N:30]. The yield is 0.780. (3) The reactants are [NH2:1][C@@H:2]([CH2:33][C:34]1[CH:39]=[CH:38][CH:37]=[CH:36][CH:35]=1)[C@@H:3]([OH:32])[CH2:4][C@@H:5]([NH:19][C:20]([C@@H:22]([NH:27][C:28](=[O:31])[O:29][CH3:30])[C:23]([CH3:26])([CH3:25])[CH3:24])=[O:21])[CH2:6][C:7]1[CH:12]=[CH:11][C:10]([C:13]2[CH:18]=[CH:17][CH:16]=[CH:15][N:14]=2)=[CH:9][CH:8]=1.[CH3:40][C:41]([CH3:63])([CH3:62])[C@H:42]([N:46]1[CH2:50][CH2:49][N:48]([CH2:51][C:52]2[CH:57]=[CH:56][CH:55]=[CH:54][C:53]=2[N+:58]([O-:60])=[O:59])[C:47]1=[O:61])[C:43](O)=[O:44].CCOP(ON1N=NC2C=CC=CC=2C1=O)(OCC)=O.C(N(CC)C(C)C)(C)C. The catalyst is C1COCC1. The product is [CH3:40][C:41]([CH3:63])([CH3:62])[C@H:42]([N:46]1[CH2:50][CH2:49][N:48]([CH2:51][C:52]2[CH:57]=[CH:56][CH:55]=[CH:54][C:53]=2[N+:58]([O-:60])=[O:59])[C:47]1=[O:61])[C:43]([NH:1][C@@H:2]([CH2:33][C:34]1[CH:35]=[CH:36][CH:37]=[CH:38][CH:39]=1)[C@@H:3]([OH:32])[CH2:4][C@@H:5]([NH:19][C:20]([C@@H:22]([NH:27][C:28](=[O:31])[O:29][CH3:30])[C:23]([CH3:26])([CH3:25])[CH3:24])=[O:21])[CH2:6][C:7]1[CH:12]=[CH:11][C:10]([C:13]2[CH:18]=[CH:17][CH:16]=[CH:15][N:14]=2)=[CH:9][CH:8]=1)=[O:44]. The yield is 0.610. (4) The reactants are C(OC([NH:8][CH:9]1[C:18]2[C:13](=[CH:14][CH:15]=[C:16]([NH:19][C:20]([C:22]3[C:31](=[O:32])[C:30]4[C:25](=[CH:26][CH:27]=[CH:28][CH:29]=4)[NH:24][CH:23]=3)=[O:21])[CH:17]=2)[CH2:12][CH2:11][CH2:10]1)=O)(C)(C)C.C(O)(C(F)(F)F)=O. The catalyst is ClCCl. The product is [NH2:8][CH:9]1[C:18]2[C:13](=[CH:14][CH:15]=[C:16]([NH:19][C:20]([C:22]3[C:31](=[O:32])[C:30]4[C:25](=[CH:26][CH:27]=[CH:28][CH:29]=4)[NH:24][CH:23]=3)=[O:21])[CH:17]=2)[CH2:12][CH2:11][CH2:10]1. The yield is 0.930.